From a dataset of Full USPTO retrosynthesis dataset with 1.9M reactions from patents (1976-2016). Predict the reactants needed to synthesize the given product. (1) Given the product [Cl:18][C:5]1[C:6]2[C:11](=[CH:10][CH:9]=[CH:8][CH:7]=2)[C:2]([OH:1])=[C:3]([C:12]([OH:14])=[O:13])[CH:4]=1, predict the reactants needed to synthesize it. The reactants are: [OH:1][C:2]1[C:11]2[C:6](=[CH:7][CH:8]=[CH:9][CH:10]=2)[CH:5]=[CH:4][C:3]=1[C:12]([OH:14])=[O:13].S(Cl)([Cl:18])(=O)=O. (2) Given the product [CH3:1][O:2][C:3]1[CH:4]=[C:5]([CH3:26])[C:6]([S:10]([N:13]([CH3:14])[CH2:15][C:16]2[O:20][N:19]=[C:18]([C:21]([N:38]3[CH2:37][CH2:36][N:35]([CH2:34][CH:31]4[CH2:32][CH2:33][N:28]([CH3:27])[CH2:29][CH2:30]4)[CH2:40][CH2:39]3)=[O:23])[N:17]=2)(=[O:11])=[O:12])=[C:7]([CH3:9])[CH:8]=1, predict the reactants needed to synthesize it. The reactants are: [CH3:1][O:2][C:3]1[CH:8]=[C:7]([CH3:9])[C:6]([S:10]([N:13]([CH2:15][C:16]2[O:20][N:19]=[C:18]([C:21]([O:23]CC)=O)[N:17]=2)[CH3:14])(=[O:12])=[O:11])=[C:5]([CH3:26])[CH:4]=1.[CH3:27][N:28]1[CH2:33][CH2:32][CH:31]([CH2:34][N:35]2[CH2:40][CH2:39][NH:38][CH2:37][CH2:36]2)[CH2:30][CH2:29]1.C[Al](C)C. (3) Given the product [S:1]1[C:5]2[CH:6]=[CH:7][CH:8]=[CH:9][C:4]=2[C:3]([N:10]2[CH2:15][CH2:14][N:13]([CH2:16][CH2:17][CH2:18][C:19]3[CH:20]=[CH:21][CH:22]=[C:23]4[C:28]=3[N:27]([C:31](=[O:33])[CH3:32])[CH2:26][CH2:25][C:24]4([CH3:30])[CH3:29])[CH2:12][CH2:11]2)=[N:2]1, predict the reactants needed to synthesize it. The reactants are: [S:1]1[C:5]2[CH:6]=[CH:7][CH:8]=[CH:9][C:4]=2[C:3]([N:10]2[CH2:15][CH2:14][N:13]([CH2:16][CH2:17][CH2:18][C:19]3[CH:20]=[CH:21][CH:22]=[C:23]4[C:28]=3[NH:27][CH2:26][CH2:25][C:24]4([CH3:30])[CH3:29])[CH2:12][CH2:11]2)=[N:2]1.[C:31](Cl)(=[O:33])[CH3:32].Cl. (4) Given the product [Br:24][C:21]1[CH:22]=[CH:23][C:18]([CH2:17][CH:7]([CH2:8][NH:9][C:10]([O:12][C:13]([CH3:15])([CH3:16])[CH3:14])=[O:11])[C:6]([OH:26])=[O:5])=[C:19]([F:25])[CH:20]=1, predict the reactants needed to synthesize it. The reactants are: C([O:5][C:6](=[O:26])[CH:7]([CH2:17][C:18]1[CH:23]=[CH:22][C:21]([Br:24])=[CH:20][C:19]=1[F:25])[CH2:8][NH:9][C:10]([O:12][C:13]([CH3:16])([CH3:15])[CH3:14])=[O:11])(C)(C)C. (5) Given the product [C:1]([OH:23])(=[O:32])[CH:2]=[CH2:3].[NH2:43][C:44]([O:23][CH2:1][CH3:2])=[O:45], predict the reactants needed to synthesize it. The reactants are: [CH2:1]([OH:23])[CH2:2][CH2:3]CCCCCCCCCCCCCCCCCCC.C(N=C=O)CCCCCN=C=[O:32].C1C=C(C[N:43]=[C:44]=[O:45])C=C(CN=C=O)C=1.C([O-])(=O)CCCCCCCCCCC.C([Sn+2]CCCC)CCC.C([O-])(=O)CCCCCCCCCCC.C(OCCO)(=O)C=C.COC1C=CC(O)=CC=1. (6) The reactants are: [NH2:1][C:2]([CH3:14])([CH3:13])[CH2:3][C:4]1[CH:9]=[CH:8][C:7]([O:10][CH3:11])=[CH:6][C:5]=1[NH2:12].[C:15](N1C=CN=C1)(N1C=CN=C1)=[O:16]. Given the product [CH3:11][O:10][C:7]1[CH:8]=[CH:9][C:4]2[CH2:3][C:2]([CH3:14])([CH3:13])[NH:1][C:15](=[O:16])[NH:12][C:5]=2[CH:6]=1, predict the reactants needed to synthesize it.